From a dataset of Full USPTO retrosynthesis dataset with 1.9M reactions from patents (1976-2016). Predict the reactants needed to synthesize the given product. (1) The reactants are: [C:1]([O:5][C:6]([NH:8][C@@H:9]([CH2:13][C:14]1[O:15][CH:16]=[CH:17][CH:18]=1)[C:10]([OH:12])=[O:11])=[O:7])([CH3:4])([CH3:3])[CH3:2].[H][H]. Given the product [C:1]([O:5][C:6]([NH:8][C@@H:9]([CH2:13][CH:14]1[CH2:18][CH2:17][CH2:16][O:15]1)[C:10]([OH:12])=[O:11])=[O:7])([CH3:4])([CH3:2])[CH3:3], predict the reactants needed to synthesize it. (2) Given the product [O:22]1[CH2:27][CH2:26][O:25][C:24]2[CH:28]=[C:29]([C:4](=[O:15])[C@@H:5]([NH:7][C:8](=[O:14])[O:9][C:10]([CH3:11])([CH3:12])[CH3:13])[CH3:6])[CH:30]=[CH:31][C:23]1=2, predict the reactants needed to synthesize it. The reactants are: CON(C)[C:4](=[O:15])[C@@H:5]([NH:7][C:8](=[O:14])[O:9][C:10]([CH3:13])([CH3:12])[CH3:11])[CH3:6].C([Mg]Cl)(C)C.[O:22]1[CH2:27][CH2:26][O:25][C:24]2[CH:28]=[C:29]([Mg]Br)[CH:30]=[CH:31][C:23]1=2.Cl. (3) Given the product [C:24]([C:20]1[N:19]=[C:18]2[CH2:17][CH2:16][N:15]([C:11]3[N:12]=[CH:13][N:14]=[C:9]([O:8][C@H:7]4[CH2:6][CH2:5][N:4]([C:27]([O:29][C:30]5([CH3:33])[CH2:32][CH2:31]5)=[O:28])[CH2:3][C@H:2]4[F:1])[CH:10]=3)[C:23]2=[CH:22][CH:21]=1)(=[O:25])[NH2:46], predict the reactants needed to synthesize it. The reactants are: [F:1][C@H:2]1[C@@H:7]([O:8][C:9]2[N:14]=[CH:13][N:12]=[C:11]([N:15]3[C:23]4[C:18](=[N:19][C:20]([C:24](O)=[O:25])=[CH:21][CH:22]=4)[CH2:17][CH2:16]3)[CH:10]=2)[CH2:6][CH2:5][N:4]([C:27]([O:29][C:30]2([CH3:33])[CH2:32][CH2:31]2)=[O:28])[CH2:3]1.C(=O)(OC(C)(C)C)OC(C)(C)C.[N:46]1C=CC=CC=1.C(=O)([O-])O.[NH4+]. (4) Given the product [CH3:1][O:2][C:3]1[CH:4]=[CH:5][C:6]([N:9]2[C:10](=[O:13])[S:11][N:20]([CH3:19])[C:21]2=[O:22])=[CH:7][CH:8]=1, predict the reactants needed to synthesize it. The reactants are: [CH3:1][O:2][C:3]1[CH:8]=[CH:7][C:6]([N:9]=[C:10]=[S:11])=[CH:5][CH:4]=1.Cl.[O-:13][Mn](=O)(=O)=O.[K+].[CH3:19][N:20]=[C:21]=[O:22]. (5) Given the product [F:25][C:26]([C:29]1[CH:34]=[CH:33][CH:32]=[CH:31][C:30]=1[C:2]1[S:6][C:5]2[CH:7]=[C:8]([OH:11])[CH:9]=[CH:10][C:4]=2[C:3]=1[O:12][C:13]1[CH:18]=[CH:17][C:16](/[CH:19]=[CH:20]/[C:21]([O:23][CH3:24])=[O:22])=[CH:15][CH:14]=1)([F:28])[CH3:27], predict the reactants needed to synthesize it. The reactants are: Br[C:2]1[S:6][C:5]2[CH:7]=[C:8]([OH:11])[CH:9]=[CH:10][C:4]=2[C:3]=1[O:12][C:13]1[CH:18]=[CH:17][C:16](/[CH:19]=[CH:20]/[C:21]([O:23][CH3:24])=[O:22])=[CH:15][CH:14]=1.[F:25][C:26]([C:29]1[CH:34]=[CH:33][CH:32]=[CH:31][C:30]=1B1OC(C)(C)C(C)(C)O1)([F:28])[CH3:27].ClCCl.C(=O)([O-])[O-].[K+].[K+]. (6) Given the product [CH3:28][N:29]([CH3:30])[C:21](=[O:22])[C:20]1[CH:19]=[CH:18][C:17]([C:13]2[CH:12]=[C:11]([NH:10][C:7]3[CH:8]=[CH:9][C:4]([O:3][C:2]([F:1])([F:27])[F:26])=[CH:5][CH:6]=3)[N:16]=[CH:15][N:14]=2)=[CH:25][CH:24]=1, predict the reactants needed to synthesize it. The reactants are: [F:1][C:2]([F:27])([F:26])[O:3][C:4]1[CH:9]=[CH:8][C:7]([NH:10][C:11]2[N:16]=[CH:15][N:14]=[C:13]([C:17]3[CH:25]=[CH:24][C:20]([C:21](O)=[O:22])=[CH:19][CH:18]=3)[CH:12]=2)=[CH:6][CH:5]=1.[CH3:28][NH:29][CH3:30].CN(C(ON1N=NC2C=CC=NC1=2)=[N+](C)C)C.F[P-](F)(F)(F)(F)F. (7) Given the product [NH2:16][C:17]1[N:22]=[CH:21][C:20]([C:23]2[CH:28]=[CH:27][C:26]([C:2]3[C:3]([S:8]([NH:11][C@@H:12]([CH3:15])[CH2:13][OH:14])(=[O:10])=[O:9])=[CH:4][CH:5]=[CH:6][CH:7]=3)=[CH:25][C:24]=2[F:38])=[N:19][C:18]=1[C:39]#[N:40], predict the reactants needed to synthesize it. The reactants are: Br[C:2]1[CH:7]=[CH:6][CH:5]=[CH:4][C:3]=1[S:8]([NH:11][C@@H:12]([CH3:15])[CH2:13][OH:14])(=[O:10])=[O:9].[NH2:16][C:17]1[C:18]([C:39]#[N:40])=[N:19][C:20]([C:23]2[CH:28]=[CH:27][C:26](B3OC(C)(C)C(C)(C)O3)=[CH:25][C:24]=2[F:38])=[CH:21][N:22]=1.